Dataset: Forward reaction prediction with 1.9M reactions from USPTO patents (1976-2016). Task: Predict the product of the given reaction. (1) Given the reactants I[C:2]1[C:3]([O:10][CH3:11])=[N:4][C:5]([O:8][CH3:9])=[N:6][CH:7]=1.[F:12][C:13]1[CH:14]=[N:15][CH:16]=[CH:17][C:18]=1B(O)O.C([O-])([O-])=O.[Na+].[Na+].C1C=CC(P(C2C=CC=CC=2)C2C=CC=CC=2)=CC=1, predict the reaction product. The product is: [F:12][C:13]1[CH:14]=[N:15][CH:16]=[CH:17][C:18]=1[C:2]1[C:3]([O:10][CH3:11])=[N:4][C:5]([O:8][CH3:9])=[N:6][CH:7]=1. (2) Given the reactants Br[CH2:2][C:3](=O)[CH:4]([CH3:6])[CH3:5].[CH3:8][CH2:9][O:10][C:11]([C:13]([NH2:15])=[S:14])=[O:12], predict the reaction product. The product is: [CH2:9]([O:10][C:11]([C:13]1[S:14][CH:2]=[C:3]([CH:4]([CH3:6])[CH3:5])[N:15]=1)=[O:12])[CH3:8]. (3) Given the reactants [Cl:1][C:2]1[CH:3]=[CH:4][C:5]2[N:11]3[CH:12]=[CH:13][CH:14]=[C:10]3[C@@H:9]([CH2:15][CH2:16][N:17]3[C:21]([CH2:22][C:23]([OH:25])=[O:24])=[CH:20]N=[N:18]3)[O:8][C@H:7]([C:26]3[CH:31]=[CH:30][CH:29]=[C:28]([O:32][CH3:33])[C:27]=3[O:34][CH3:35])[C:6]=2[CH:36]=1.Cl[C:38]1C=CC2N3C=CC=C3[C@@H](CCN3C(CC#N)=CC=N3)O[C@H](C3C=CC=C(OC)C=3OC)C=2C=1, predict the reaction product. The product is: [Cl:1][C:2]1[CH:3]=[CH:4][C:5]2[N:11]3[CH:12]=[CH:13][CH:14]=[C:10]3[C@@H:9]([CH2:15][CH2:16][N:17]3[C:21]([CH2:22][C:23]([OH:25])=[O:24])=[CH:20][CH:38]=[N:18]3)[O:8][C@H:7]([C:26]3[CH:31]=[CH:30][CH:29]=[C:28]([O:32][CH3:33])[C:27]=3[O:34][CH3:35])[C:6]=2[CH:36]=1. (4) The product is: [NH2:9][C@H:6]1[CH2:7][CH2:8][N:4]([CH:1]([CH3:3])[CH3:2])[C:5]1=[O:17]. Given the reactants [CH:1]([N:4]1[CH2:8][CH2:7][C@H:6]([NH:9]C(=O)OC(C)(C)C)[C:5]1=[O:17])([CH3:3])[CH3:2].Cl, predict the reaction product. (5) Given the reactants [CH:1]([N:4](C(C)C)CC)(C)C.BrC[C:12]([C:14]1[CH:15]=[N:16][C:17]([Br:20])=[CH:18][CH:19]=1)=O.[CH3:21][O:22][C:23]([NH:25][C@@H:26]([CH:37]([CH3:39])[CH3:38])[C:27]([N:29]1[CH2:33][CH2:32][CH2:31][C@H:30]1[C:34](O)=O)=[O:28])=[O:24].COC(N[C@@H](C(C)C)C(N1CCC[C@H]1C(OCC(C1C=NC(Br)=CC=1)=O)=O)=O)=O.C([O-])(=O)C.[NH4+:73], predict the reaction product. The product is: [Br:20][C:17]1[N:73]=[CH:12][C:14]([C:15]2[NH:16][C:34]([C@@H:30]3[CH2:31][CH2:32][CH2:33][N:29]3[C:27](=[O:28])[C@@H:26]([NH:25][C:23](=[O:24])[O:22][CH3:21])[CH:37]([CH3:39])[CH3:38])=[N:4][CH:1]=2)=[CH:19][CH:18]=1. (6) Given the reactants Br[C:2]1[CH:15]=[C:14]2[C:5]([O:6][C:7]3[C:8]([F:24])=[CH:9][C:10]([O:22][CH3:23])=[CH:11][C:12]=3[C@@:13]32[CH2:20][CH2:19][O:18][C:17]([NH2:21])=[N:16]3)=[CH:4][CH:3]=1.[N-:25]=[N+:26]=[N-:27].[Na+].O=C1O[C@H]([C@H](CO)O)C([O-])=C1O.[Na+].CN[C@@H]1CCCC[C@H]1NC, predict the reaction product. The product is: [N:25]([C:2]1[CH:15]=[C:14]2[C:5]([O:6][C:7]3[C:8]([F:24])=[CH:9][C:10]([O:22][CH3:23])=[CH:11][C:12]=3[C@@:13]32[CH2:20][CH2:19][O:18][C:17]([NH2:21])=[N:16]3)=[CH:4][CH:3]=1)=[N+:26]=[N-:27]. (7) Given the reactants [CH2:1]([N:8]1[C:12]2[CH:13]=[CH:14][CH:15]=[C:16]([O:17]CC3C=CC=CC=3)[C:11]=2[NH:10][C:9]1=[O:25])[C:2]1[CH:7]=[CH:6][CH:5]=[CH:4][CH:3]=1.C1COCC1, predict the reaction product. The product is: [CH2:1]([N:8]1[C:12]2[CH:13]=[CH:14][CH:15]=[C:16]([OH:17])[C:11]=2[NH:10][C:9]1=[O:25])[C:2]1[CH:3]=[CH:4][CH:5]=[CH:6][CH:7]=1.